From a dataset of Full USPTO retrosynthesis dataset with 1.9M reactions from patents (1976-2016). Predict the reactants needed to synthesize the given product. (1) The reactants are: [CH3:1][O:2][C:3]1[CH:4]=[C:5]([CH:8]=[CH:9][C:10]=1[O:11][CH3:12])[CH2:6][NH2:7].C[O:14][C:15](=O)/[CH:16]=[C:17](/[O:20][CH3:21])\[CH2:18]Cl. Given the product [CH3:1][O:2][C:3]1[CH:4]=[C:5]([CH:8]=[CH:9][C:10]=1[O:11][CH3:12])[CH2:6][N:7]1[CH2:18][C:17]([O:20][CH3:21])=[CH:16][C:15]1=[O:14], predict the reactants needed to synthesize it. (2) The reactants are: [Br:1][C:2]1[CH:7]=[CH:6][CH:5]=[CH:4][C:3]=1[CH2:8][CH2:9][CH2:10]OS(C)(=O)=O.[C-:16]#[N:17].[K+].O. Given the product [Br:1][C:2]1[CH:7]=[CH:6][CH:5]=[CH:4][C:3]=1[CH2:8][CH2:9][CH2:10][C:16]#[N:17], predict the reactants needed to synthesize it. (3) The reactants are: [OH:1][C:2]1[CH:3]=[C:4]2C(=[CH:10][CH:11]=1)N=CC=C2.[I-].C[N+]1C=CN([C:19](=[O:28])[N:20]([CH3:27])[C:21]2[CH:26]=[CH:25][CH:24]=[CH:23][CH:22]=2)C=1.C([N:31]([CH2:34][CH3:35])[CH2:32][CH3:33])C. Given the product [CH:34]1[C:35]2[C:10](=[CH:11][C:2]([O:1][C:19](=[O:28])[N:20]([CH3:27])[C:21]3[CH:22]=[CH:23][CH:24]=[CH:25][CH:26]=3)=[CH:3][CH:4]=2)[CH:33]=[CH:32][N:31]=1, predict the reactants needed to synthesize it. (4) Given the product [N+:1]([C:4]1[CH:5]=[CH:6][C:7]([CH2:10][CH2:11][CH2:12][NH:32][C:15](=[O:16])[O:17][C:18]([CH3:21])([CH3:20])[CH3:19])=[CH:8][CH:9]=1)([O-:3])=[O:2], predict the reactants needed to synthesize it. The reactants are: [N+:1]([C:4]1[CH:9]=[CH:8][C:7]([CH2:10][CH2:11][CH2:12]CC)=[CH:6][CH:5]=1)([O-:3])=[O:2].[C:15](O[C:15]([O:17][C:18]([CH3:21])([CH3:20])[CH3:19])=[O:16])([O:17][C:18]([CH3:21])([CH3:20])[CH3:19])=[O:16].CC[N:32](CC)CC. (5) Given the product [F:1][C:2]1[CH:16]=[CH:15][C:5]([CH2:6][NH:7][C:8](=[O:14])[O:9][C:10]([CH3:13])([CH3:12])[CH3:11])=[C:4]([C:30]([NH:28][CH3:27])=[O:31])[CH:3]=1, predict the reactants needed to synthesize it. The reactants are: [F:1][C:2]1[CH:16]=[CH:15][C:5]([CH2:6][NH:7][C:8](=[O:14])[O:9][C:10]([CH3:13])([CH3:12])[CH3:11])=[C:4](I)[CH:3]=1.C(N(C(C)C)CC)(C)C.[CH3:27][N:28]([CH:30]=[O:31])C.